From a dataset of Full USPTO retrosynthesis dataset with 1.9M reactions from patents (1976-2016). Predict the reactants needed to synthesize the given product. (1) Given the product [Cl:4][C:5]1[N:6]=[CH:7][N:8]=[C:9]2[NH:2][N:3]=[CH:11][C:10]=12, predict the reactants needed to synthesize it. The reactants are: O.[NH2:2][NH2:3].[Cl:4][C:5]1[C:10]([CH:11]=O)=[C:9](Cl)[N:8]=[CH:7][N:6]=1.C(N(CC)CC)C. (2) Given the product [N:26]1([CH2:2][CH2:3][N:4]2[C:8](=[O:9])[C:7]3[C:6](=[CH:13][CH:12]=[CH:11][CH:10]=3)[C:5]2=[O:14])[C:30]2[CH:31]=[CH:32][CH:33]=[CH:34][C:29]=2[N:28]=[CH:27]1, predict the reactants needed to synthesize it. The reactants are: Br[CH2:2][CH2:3][N:4]1[C:8](=[O:9])[C:7]2=[CH:10][CH:11]=[CH:12][CH:13]=[C:6]2[C:5]1=[O:14].C(=O)([O-])[O-].[K+].[K+].CN(C=O)C.[N:26]1[C:30]2[CH:31]=[CH:32][CH:33]=[CH:34][C:29]=2[NH:28][CH:27]=1. (3) Given the product [Br:3][C:4]1[C:5]([C:10]2[CH:15]=[CH:14][C:13]([F:16])=[CH:12][CH:11]=2)=[N:6][N:7]([O:9][CH:18]([CH3:20])[CH3:19])[CH:8]=1, predict the reactants needed to synthesize it. The reactants are: [H-].[Na+].[Br:3][C:4]1[C:5]([C:10]2[CH:15]=[CH:14][C:13]([F:16])=[CH:12][CH:11]=2)=[N:6][N:7]([OH:9])[CH:8]=1.Br[CH:18]([CH3:20])[CH3:19]. (4) The reactants are: [Cl:1][C:2]1[N:7]2[N:8]=[C:9]([NH2:11])[N:10]=[C:6]2[CH:5]=[C:4]([CH3:12])[CH:3]=1.Cl.[C:14](Cl)(=[O:21])[C:15]1[CH:20]=[CH:19][CH:18]=[N:17][CH:16]=1. Given the product [Cl:1][C:2]1[N:7]2[N:8]=[C:9]([NH:11][C:14](=[O:21])[C:15]3[CH:20]=[CH:19][CH:18]=[N:17][CH:16]=3)[N:10]=[C:6]2[CH:5]=[C:4]([CH3:12])[CH:3]=1, predict the reactants needed to synthesize it. (5) Given the product [Cl:1][C:2]1[CH:7]=[CH:6][C:5]([O:8][CH2:13][C@H:11]2[CH2:12][O:10]2)=[C:4]([I:9])[CH:3]=1, predict the reactants needed to synthesize it. The reactants are: [Cl:1][C:2]1[CH:7]=[CH:6][C:5]([OH:8])=[C:4]([I:9])[CH:3]=1.[O:10]1[CH2:12][C@@H:11]1[CH2:13]O.